From a dataset of Catalyst prediction with 721,799 reactions and 888 catalyst types from USPTO. Predict which catalyst facilitates the given reaction. (1) Reactant: Cl[C:2]1[C:3]2[C:4](=[CH:16][N:17](CC3C=CC(OC)=CC=3)[N:18]=2)[N:5]=[C:6]([C:8]2[CH:13]=[CH:12][CH:11]=[CH:10][C:9]=2[O:14][CH3:15])[N:7]=1.[NH:28]1[C:36]2[C:31](=[CH:32][CH:33]=[C:34]([NH2:37])[CH:35]=2)[CH:30]=[N:29]1.Cl. Product: [NH:28]1[C:36]2[C:31](=[CH:32][CH:33]=[C:34]([NH:37][C:2]3[C:3]4[NH:18][N:17]=[CH:16][C:4]=4[N:5]=[C:6]([C:8]4[CH:13]=[CH:12][CH:11]=[CH:10][C:9]=4[O:14][CH3:15])[N:7]=3)[CH:35]=2)[CH:30]=[N:29]1. The catalyst class is: 71. (2) Reactant: [CH3:1][O:2][C:3]1[CH:8]=[CH:7][C:6]([NH:9][C:10]2[S:11][CH:12]=[C:13]([C:15](OCC)=[O:16])[N:14]=2)=[CH:5][C:4]=1[O:20][CH2:21][CH:22]=[C:23]([CH3:25])[CH3:24].[H-].[H-].[H-].[H-].[Li+].[Al+3]. Product: [CH3:1][O:2][C:3]1[CH:8]=[CH:7][C:6]([NH:9][C:10]2[S:11][CH:12]=[C:13]([CH2:15][OH:16])[N:14]=2)=[CH:5][C:4]=1[O:20][CH2:21][CH:22]=[C:23]([CH3:25])[CH3:24]. The catalyst class is: 1. (3) Reactant: [NH2:1][C:2]1[CH:6]=[CH:5][NH:4][N:3]=1.C[O:8][C:9](=O)[CH:10]([C:15]1[C:20]([Cl:21])=[CH:19][N:18]=[CH:17][N:16]=1)[C:11](OC)=[O:12].C(N(CCCC)CCCC)CCC. Product: [OH:8][C:9]1[C:10]([C:15]2[C:20]([Cl:21])=[CH:19][N:18]=[CH:17][N:16]=2)=[C:11]([OH:12])[N:3]2[N:4]=[CH:5][CH:6]=[C:2]2[N:1]=1. The catalyst class is: 5. (4) Reactant: [C:1]([OH:16])(=[O:15])[CH2:2][CH2:3][CH2:4][CH2:5][CH2:6][CH2:7][CH2:8][CH2:9][CH2:10][CH2:11][CH2:12][CH2:13][CH3:14].CN(C1C=CC=CN=1)C.Cl.C(N=C=NCCCN(C)C)C.[CH3:38][C:39]([CH3:74])([CH3:73])/[CH:40]=[CH:41]/[C@H:42]1[O:47][C:46]([CH3:49])([CH3:48])[O:45][C@@H:44]([C@@H:50]([O:70][CH3:71])[C:51]([NH:53][C@H:54]2[CH2:60][CH2:59][C@@H:58](O)[CH2:57][N:56]([CH2:62][C:63]3[CH:64]=[N:65][CH:66]=[CH:67][CH:68]=3)[C:55]2=[O:69])=[O:52])[C@@H:43]1[OH:72]. Product: [CH3:38][C:39]([CH3:74])([CH3:73])/[CH:40]=[CH:41]/[C@H:42]1[O:47][C:46]([CH3:48])([CH3:49])[O:45][C@@H:44]([C@@H:50]([O:70][CH3:71])[C:51]([NH:53][C@@H:54]2[C:55](=[O:69])[N:56]([CH2:62][C:63]3[CH:64]=[N:65][CH:66]=[CH:67][CH:68]=3)[CH2:57][C@H:58]([O:15][C:1](=[O:16])[CH2:2][CH2:3][CH2:4][CH2:5][CH2:6][CH2:7][CH2:8][CH2:9][CH2:10][CH2:11][CH2:12][CH2:13][CH3:14])[CH2:59][CH2:60]2)=[O:52])[C@@H:43]1[OH:72]. The catalyst class is: 2. (5) Reactant: [F:1][C:2]1[CH:29]=[CH:28][CH:27]=[C:26]([F:30])[C:3]=1[CH2:4][O:5][C:6]1[C:7]2[N:8]([C:12]([C:16]([NH:18][C@H:19]([CH2:22][CH2:23][CH2:24][CH3:25])[CH:20]=[O:21])=[O:17])=[C:13]([CH3:15])[N:14]=2)[CH:9]=[CH:10][CH:11]=1.C[Si]([C:35]([F:38])([F:37])[F:36])(C)C.[F-].C([N+](CCCC)(CCCC)CCCC)CCC. Product: [F:1][C:2]1[CH:29]=[CH:28][CH:27]=[C:26]([F:30])[C:3]=1[CH2:4][O:5][C:6]1[C:7]2[N:8]([C:12]([C:16]([NH:18][C@H:19]([CH2:22][CH2:23][CH2:24][CH3:25])[CH:20]([OH:21])[C:35]([F:38])([F:37])[F:36])=[O:17])=[C:13]([CH3:15])[N:14]=2)[CH:9]=[CH:10][CH:11]=1. The catalyst class is: 1.